From a dataset of Forward reaction prediction with 1.9M reactions from USPTO patents (1976-2016). Predict the product of the given reaction. (1) Given the reactants [C:1]([C:5]1[N:10]=[CH:9][C:8]([C:11]2[N:12]([C:32](Cl)=[O:33])[C@@:13]([C:25]3[CH:30]=[CH:29][C:28]([Cl:31])=[CH:27][CH:26]=3)([CH3:24])[C@@:14]([C:17]3[CH:22]=[CH:21][C:20]([Cl:23])=[CH:19][CH:18]=3)([CH3:16])[N:15]=2)=[C:7]([O:35][CH2:36][CH3:37])[CH:6]=1)([CH3:4])([CH3:3])[CH3:2].[N:38]1([C:44](=[O:51])[CH2:45][N:46]2[CH:50]=[N:49][N:48]=[N:47]2)[CH2:43][CH2:42][NH:41][CH2:40][CH2:39]1, predict the reaction product. The product is: [C:1]([C:5]1[N:10]=[CH:9][C:8]([C:11]2[N:12]([C:32]([N:41]3[CH2:40][CH2:39][N:38]([C:44](=[O:51])[CH2:45][N:46]4[CH:50]=[N:49][N:48]=[N:47]4)[CH2:43][CH2:42]3)=[O:33])[C@@:13]([C:25]3[CH:26]=[CH:27][C:28]([Cl:31])=[CH:29][CH:30]=3)([CH3:24])[C@@:14]([C:17]3[CH:18]=[CH:19][C:20]([Cl:23])=[CH:21][CH:22]=3)([CH3:16])[N:15]=2)=[C:7]([O:35][CH2:36][CH3:37])[CH:6]=1)([CH3:2])([CH3:3])[CH3:4]. (2) Given the reactants [CH2:1]([N:8]1[CH:12]=[CH:11][N:10]=[CH:9]1)[C:2]1[CH:7]=[CH:6][CH:5]=[CH:4][CH:3]=1.[Cl:13][CH2:14][CH2:15][CH2:16][CH2:17][CH2:18][CH2:19][CH2:20][CH2:21][CH2:22][CH2:23][CH2:24][CH2:25][CH2:26][CH2:27][CH2:28][CH3:29], predict the reaction product. The product is: [Cl-:13].[CH2:1]([N+:8]1[CH:12]=[CH:11][N:10]([CH2:29][CH2:28][CH2:27][CH2:26][CH2:25][CH2:24][CH2:23][CH2:22][CH2:21][CH2:20][CH2:19][CH2:18][CH2:17][CH2:16][CH2:15][CH3:14])[CH:9]=1)[C:2]1[CH:3]=[CH:4][CH:5]=[CH:6][CH:7]=1. (3) Given the reactants [C:1]([O:5][C:6](=[O:19])[NH:7][C@H:8]([C:16](F)=[O:17])[CH2:9][C:10]1[CH:15]=[CH:14][CH:13]=[CH:12][CH:11]=1)([CH3:4])([CH3:3])[CH3:2].Cl.[NH2:21][CH2:22][CH2:23][SH:24].C(Cl)Cl.N1C=CC=CC=1, predict the reaction product. The product is: [C:1]([O:5][C:6](=[O:19])[NH:7][C@H:8]([C:16](=[O:17])[NH:21][CH2:22][CH2:23][SH:24])[CH2:9][C:10]1[CH:15]=[CH:14][CH:13]=[CH:12][CH:11]=1)([CH3:4])([CH3:3])[CH3:2]. (4) Given the reactants [Cl:1][C:2]1[CH:7]=[CH:6][C:5]([CH:8]([NH2:11])[CH2:9][CH3:10])=[C:4]([F:12])[CH:3]=1.C(O)C.N[C@H](C(O)=O)CC(O)=O, predict the reaction product. The product is: [Cl:1][C:2]1[CH:7]=[CH:6][C:5]([C@H:8]([NH2:11])[CH2:9][CH3:10])=[C:4]([F:12])[CH:3]=1. (5) Given the reactants [Cl:1][C:2]1[CH:7]=[C:6]([Cl:8])[CH:5]=[C:4]([Cl:9])[C:3]=1[NH:10][S:11]([NH:14][CH2:15][C:16]([O:18][CH2:19][CH3:20])=[O:17])(=[O:13])=[O:12].[CH2:21]=[C:22]([CH2:25]O)[CH2:23]O.C1(P(C2C=CC=CC=2)C2C=CC=CC=2)C=CC=CC=1.CC(OC(/N=N/C(OC(C)C)=O)=O)C, predict the reaction product. The product is: [CH2:21]=[C:22]1[CH2:25][N:10]([C:3]2[C:4]([Cl:9])=[CH:5][C:6]([Cl:8])=[CH:7][C:2]=2[Cl:1])[S:11](=[O:13])(=[O:12])[N:14]([CH2:15][C:16]([O:18][CH2:19][CH3:20])=[O:17])[CH2:23]1. (6) Given the reactants [N:1]1[CH:6]=[CH:5][CH:4]=[CH:3][C:2]=1[C:7]1[CH:8]=[C:9]2[C:14](=[CH:15][CH:16]=1)[N:13]=[CH:12][N:11]=[C:10]2O.P(Cl)(Cl)([Cl:20])=O, predict the reaction product. The product is: [Cl:20][C:10]1[C:9]2[C:14](=[CH:15][CH:16]=[C:7]([C:2]3[CH:3]=[CH:4][CH:5]=[CH:6][N:1]=3)[CH:8]=2)[N:13]=[CH:12][N:11]=1.